This data is from Experimentally validated miRNA-target interactions with 360,000+ pairs, plus equal number of negative samples. The task is: Binary Classification. Given a miRNA mature sequence and a target amino acid sequence, predict their likelihood of interaction. (1) The miRNA is hsa-miR-599 with sequence GUUGUGUCAGUUUAUCAAAC. The protein sequence of the target gene is MPAESGKRFKPSKYVPVSAAAIFLVGATTLFFAFTCPGLSLYVSPAVPIYNAIMFLFVLANFSMATFMDPGIFPRAEEDEDKEDDFRAPLYKTVEIKGIQVRMKWCATCRFYRPPRCSHCSVCDNCVEEFDHHCPWVNNCIGRRNYRYFFLFLLSLTAHIMGVFGFGLLYVLYHIEELSGVRTAVTMAVMCVAGLFFIPVAGLTGFHVVLVARGRTTNEQVTGKFRGGVNPFTNGCCNNVSRVLCSSPAPRYLGRPKKEKTIVIRPPFLRPEVSDGQITVKIMDNGIQGELRRTKSKGSL.... Result: 1 (interaction). (2) The miRNA is hsa-miR-3186-5p with sequence CAGGCGUCUGUCUACGUGGCUU. The protein sequence of the target gene is MAGAGGGLGVWGNLVLLGLCSWTGARAPAPNPGRNLTVETQTTSSISLSWEVPDGLDSQNSNYWVQCTGDGGTTETRNTTATNVTVDGLGPGSLYTCSVWVEKDGVNSSVGTVTTATAPNPVRNLRVEAQTNSSIALTWEVPDGPDPQNSTYGVEYTGDGGRAGTRSTAHTNITVDGLEPGCLYAFSMWVGKNGINSSRETRNATTAHNPVRNLRVEAQTTSSISLSWEVPDGTDPQNSTYCVQCTGDGGRTETRNTTDTRVTVDGLGPGSLYTCSVWVEKDGVNSSVEIVTSATAPNPV.... Result: 0 (no interaction). (3) The miRNA is mmu-miR-5120 with sequence UUUGGGGCUGUGGUGCCACCAGC. The protein sequence of the target gene is MFSLPLNCSPDHIRRGSCWGRPQDLKIAAPAWNSKCHPGAGAAMARQHARTLWYDRPRYVFMEFCVEDSTDVHVLIEDHRIVFSCKNADGVELYNEIEFYAKVNSKPVWLSVDFDNWRDWEGDEEMELAHVEHYAELLKKVSTKRPPPAMDDLDDDSDSADDATSN. Result: 0 (no interaction). (4) The miRNA is mmu-miR-342-3p with sequence UCUCACACAGAAAUCGCACCCGU. The protein sequence of the target gene is MASSSSVPASSTPSKKPRDKIADWFRQALLKKPKKMPISQESHLYDGSQTATQDGLSPSSCSSPPSHSSPESRSSPSSCSSGMSPTSPPTHVDSSSSSSGRWSKDYDVCVCHSEEDLEAAQELVSYLEGSQASLRCFLQLRDAAPGGAIVSELCQALSRSHCRALLITPGFLRDPWCKYQMLQALTEAPASEGCTIPLLSGLSRAAYPPELRFMYYVDGRGKDGGFYQVKEAVIHYLETLS. Result: 1 (interaction). (5) The miRNA is hsa-miR-8485 with sequence CACACACACACACACACGUAU. The protein sequence of the target gene is MRELEAKATKDVERNLSRDLVQEEEQLMEEKKKKKDDKKKKEAAQKKATEQKIKVPEQIKPSVSQPQPANSNNGTSTATSTNNNAKRATANNQQPQQQQQQQQPQQQQPQQQPQPQPQQQQPQQQPQALPRYPREVPPRFRHQEHKQLLKRGQHFPVIAANLGSAVKVLNSQSESSALTNQQPQNNGEVQNSKNQSDINHSTSGSHYENSQRGPVSSTSDSSTNCKNAVVSDLSEKEAWPSAPGSDPELASECMDADSASSSESERNITIMASGNTGGEKDGLRNSTGLGSQNKFVVGSS.... Result: 0 (no interaction). (6) The miRNA is hsa-miR-6796-5p with sequence UUGUGGGGUUGGAGAGCUGGCUG. The protein sequence of the target gene is MAAVLESLLREEVSVAAVVRWIARSTQGSEDNAGEAAALSSLRALRKEFVPFLLNFLREQSSRVLPQGPPTPAKTPGASAALPGRPGGPPRGSRGARSQLFPPTEAQSTAAEAPLARRGGRRRGPGPARERGGRGLEEGVSGESLPGAGGRRLRGSGSPSRPSLTLSDPPNLSNLEEFPPVGSVPPGPTGTKPSRRINPTPVSEERSLSKPKTCFTSPPISCVPSSQPSALDTSPWGLGLPPGCRSLQEEREMLRKERSKQLQQSPTPTCPTPELGSPLPSRTGSLTDEPADPARVSSRQ.... Result: 0 (no interaction).